From a dataset of Reaction yield outcomes from USPTO patents with 853,638 reactions. Predict the reaction yield, written as a fraction of the theoretical maximum amount of product (1.0 means a 100% yield; for example, 0.34 means a 34% yield). (1) The reactants are [CH2:1]([O:5][C:6]1[CH:13]=[CH:12][C:9]([CH:10]=O)=[CH:8][CH:7]=1)[CH2:2][CH2:3][CH3:4].[CH3:14][C:15]([C:17]1[CH:22]=[C:21]([O:23][CH3:24])[CH:20]=[C:19]([O:25][CH3:26])[CH:18]=1)=[O:16].[OH-].[Na+]. The catalyst is CO. The product is [CH2:1]([O:5][C:6]1[CH:13]=[CH:12][C:9](/[CH:10]=[CH:14]/[C:15]([C:17]2[CH:18]=[C:19]([O:25][CH3:26])[CH:20]=[C:21]([O:23][CH3:24])[CH:22]=2)=[O:16])=[CH:8][CH:7]=1)[CH2:2][CH2:3][CH3:4]. The yield is 0.970. (2) The reactants are [Br:1][CH2:2][CH2:3][CH2:4][CH2:5][C:6]1[CH:11]=[CH:10][C:9]([CH2:12][CH2:13][CH2:14][CH3:15])=[CH:8][CH:7]=1.[N:16]1[CH:21]=[CH:20][C:19]([CH3:22])=[CH:18][CH:17]=1. The catalyst is C(#N)C. The product is [Br-:1].[CH2:12]([C:9]1[CH:10]=[CH:11][C:6]([CH2:5][CH2:4][CH2:3][CH2:2][N+:16]2[CH:21]=[CH:20][C:19]([CH3:22])=[CH:18][CH:17]=2)=[CH:7][CH:8]=1)[CH2:13][CH2:14][CH3:15]. The yield is 0.720. (3) The reactants are [C:1]([C:4]1[C:33](=[O:34])[N:32]([CH:35]2[CH2:39][CH2:38][CH2:37][CH2:36]2)[C:7]2[N:8]=[C:9]([NH:12][C:13]3[N:18]=[N:17][C:16]([N:19]4[CH2:24][CH2:23][N:22](C(OC(C)(C)C)=O)[CH2:21][CH2:20]4)=[CH:15][CH:14]=3)[N:10]=[CH:11][C:6]=2[C:5]=1[CH3:40])(=[O:3])[CH3:2]. The catalyst is ClCCl. The product is [C:1]([C:4]1[C:33](=[O:34])[N:32]([CH:35]2[CH2:39][CH2:38][CH2:37][CH2:36]2)[C:7]2[N:8]=[C:9]([NH:12][C:13]3[N:18]=[N:17][C:16]([N:19]4[CH2:20][CH2:21][NH:22][CH2:23][CH2:24]4)=[CH:15][CH:14]=3)[N:10]=[CH:11][C:6]=2[C:5]=1[CH3:40])(=[O:3])[CH3:2]. The yield is 0.610.